This data is from Forward reaction prediction with 1.9M reactions from USPTO patents (1976-2016). The task is: Predict the product of the given reaction. Given the reactants [Cl:1][C:2]1[CH:3]=[CH:4][C:5]([O:25][CH3:26])=[C:6]([C:8]2[C:12]([NH:13][C:14]([C:16]3[CH:17]=[N:18][N:19]4[CH:24]=[CH:23][CH:22]=[N:21][C:20]=34)=[O:15])=[CH:11][NH:10][N:9]=2)[CH:7]=1.C1(C)C=CC(S(O[CH2:37][CH2:38][Cl:39])(=O)=O)=CC=1.C(=O)([O-])[O-].[Cs+].[Cs+], predict the reaction product. The product is: [Cl:1][C:2]1[CH:3]=[CH:4][C:5]([O:25][CH3:26])=[C:6]([C:8]2[C:12]([NH:13][C:14]([C:16]3[CH:17]=[N:18][N:19]4[CH:24]=[CH:23][CH:22]=[N:21][C:20]=34)=[O:15])=[CH:11][N:10]([CH2:37][CH2:38][Cl:39])[N:9]=2)[CH:7]=1.